Task: Predict the reaction yield, written as a fraction of the theoretical maximum amount of product (1.0 means a 100% yield; for example, 0.34 means a 34% yield).. Dataset: Reaction yield outcomes from USPTO patents with 853,638 reactions (1) The reactants are Cl[C:2]1[C:11]([C:12]([OH:14])=[O:13])=[CH:10][C:9]2[C:4](=[CH:5][CH:6]=[C:7]([Cl:15])[CH:8]=2)[N:3]=1.O.O.Cl.Cl.[NH2:20][CH:21]([CH2:25][C:26]1[CH:31]=[CH:30][C:29]([NH:32][C:33]2[C:42]3[C:37](=[CH:38][CH:39]=[CH:40][CH:41]=3)[N:36]=[CH:35][CH:34]=2)=[CH:28][CH:27]=1)[C:22]([OH:24])=[O:23].C([O-])([O-])=O.[K+].[K+].Cl. The catalyst is CS(C)=O.O. The product is [C:22]([CH:21]([NH:20][C:2]1[C:11]([C:12]([OH:14])=[O:13])=[CH:10][C:9]2[C:4](=[CH:5][CH:6]=[C:7]([Cl:15])[CH:8]=2)[N:3]=1)[CH2:25][C:26]1[CH:31]=[CH:30][C:29]([NH:32][C:33]2[C:42]3[C:37](=[CH:38][CH:39]=[CH:40][CH:41]=3)[N:36]=[CH:35][CH:34]=2)=[CH:28][CH:27]=1)([OH:24])=[O:23]. The yield is 0.840. (2) The reactants are [N:1]1[CH:6]=[CH:5][N:4]=[CH:3][C:2]=1[C:7]([OH:9])=[O:8].OS(O)(=O)=O.[CH3:15]O. No catalyst specified. The product is [N:1]1[CH:6]=[CH:5][N:4]=[CH:3][C:2]=1[C:7]([O:9][CH3:15])=[O:8]. The yield is 0.636.